Dataset: Reaction yield outcomes from USPTO patents with 853,638 reactions. Task: Predict the reaction yield, written as a fraction of the theoretical maximum amount of product (1.0 means a 100% yield; for example, 0.34 means a 34% yield). The reactants are [CH3:1][O:2][C:3]([C:5]1[C:6]2[CH2:7][C:8]([CH3:24])([CH3:23])[CH:9]([C:16]3[CH:21]=[CH:20][CH:19]=[C:18](Br)[CH:17]=3)[NH:10][C:11]=2[C:12]([F:15])=[CH:13][CH:14]=1)=[O:4].[NH:25]1[CH2:30][CH2:29][O:28][CH2:27][CH2:26]1.Cl.CN(C)CC(O)=O.C(=O)([O-])[O-].[K+].[K+]. The catalyst is CS(C)=O.[Cu]I. The product is [CH3:1][O:2][C:3]([C:5]1[C:6]2[CH2:7][C:8]([CH3:24])([CH3:23])[CH:9]([C:16]3[CH:21]=[CH:20][CH:19]=[C:18]([N:25]4[CH2:30][CH2:29][O:28][CH2:27][CH2:26]4)[CH:17]=3)[NH:10][C:11]=2[C:12]([F:15])=[CH:13][CH:14]=1)=[O:4]. The yield is 0.800.